Dataset: TCR-epitope binding with 47,182 pairs between 192 epitopes and 23,139 TCRs. Task: Binary Classification. Given a T-cell receptor sequence (or CDR3 region) and an epitope sequence, predict whether binding occurs between them. (1) The epitope is FVDGVPFVV. The TCR CDR3 sequence is CASSPPLLSGYTGELFF. Result: 1 (the TCR binds to the epitope). (2) The epitope is FPRPWLHGL. The TCR CDR3 sequence is CASSSEWTGRMTYNEQFF. Result: 0 (the TCR does not bind to the epitope). (3) The epitope is RLYYDSMSY. The TCR CDR3 sequence is CASSFLPSGGPDYNEQFF. Result: 0 (the TCR does not bind to the epitope).